From a dataset of Reaction yield outcomes from USPTO patents with 853,638 reactions. Predict the reaction yield, written as a fraction of the theoretical maximum amount of product (1.0 means a 100% yield; for example, 0.34 means a 34% yield). The reactants are [CH2:1]([N:3]1[C:7](=[S:8])[CH2:6][O:5][C:4]1=[S:9])[CH3:2].[CH3:10][O:11][C:12]1[CH:17]=[CH:16][CH:15]=[CH:14][C:13]=1[C:18]1[O:22][C:21]([CH:23]=O)=[CH:20][CH:19]=1.C([O-])(=O)C.[Na+]. The catalyst is C(O)(=O)C. The product is [CH2:1]([N:3]1[C:7](=[S:8])[C:6](=[CH:23][C:21]2[O:22][C:18]([C:13]3[CH:14]=[CH:15][CH:16]=[CH:17][C:12]=3[O:11][CH3:10])=[CH:19][CH:20]=2)[O:5][C:4]1=[S:9])[CH3:2]. The yield is 0.950.